Task: Predict which catalyst facilitates the given reaction.. Dataset: Catalyst prediction with 721,799 reactions and 888 catalyst types from USPTO (1) The catalyst class is: 4. Product: [Cl:1][C:2]1[CH:3]=[CH:4][C:5]([F:11])=[C:6]([CH:10]=1)[C:7]([NH:44][C:42]1[CH:41]=[CH:40][N:39]=[C:38]([O:37][CH3:36])[CH:43]=1)=[O:9]. Reactant: [Cl:1][C:2]1[CH:3]=[CH:4][C:5]([F:11])=[C:6]([CH:10]=1)[C:7]([OH:9])=O.CN(C(ON1N=NC2C=CC=NC1=2)=[N+](C)C)C.F[P-](F)(F)(F)(F)F.[CH3:36][O:37][C:38]1[CH:43]=[C:42]([NH2:44])[CH:41]=[CH:40][N:39]=1.CCN(CC)CC. (2) Reactant: [OH:1][C:2]1[C:11]2[C:6](=[CH:7][C:8]([O:12][CH3:13])=[CH:9][CH:10]=2)[CH:5]=[CH:4][C:3]=1[C:14]1[CH:19]=[CH:18][CH:17]=[C:16]([O:20][CH3:21])[CH:15]=1.[H-].[Na+]. Product: [CH:2]([C:11]1[CH:6]=[CH:7][C:8]([O:1][C:2]2[C:11]3[C:6](=[CH:7][C:8]([O:12][CH3:13])=[CH:9][CH:10]=3)[CH:5]=[CH:4][C:3]=2[C:14]2[CH:19]=[CH:18][CH:17]=[C:16]([O:20][CH3:21])[CH:15]=2)=[CH:9][CH:10]=1)=[O:1]. The catalyst class is: 3. (3) Reactant: CO[CH:3](OC)[N:4]([CH3:6])[CH3:5].[I:9][C:10]1[CH:15]=[C:14]([N+:16]([O-:18])=[O:17])[C:13]([CH3:19])=[CH:12][C:11]=1[F:20]. Product: [I:9][C:10]1[C:11]([F:20])=[CH:12][C:13]([CH:19]=[CH:3][N:4]([CH3:6])[CH3:5])=[C:14]([N+:16]([O-:18])=[O:17])[CH:15]=1. The catalyst class is: 3. (4) Reactant: [N+:1]([C:4]1[CH:5]=[CH:6][C:7]([CH:10](C(OCC)=O)[C:11]([O:13][C:14](C)(C)[CH3:15])=[O:12])=[N:8][CH:9]=1)([O-:3])=[O:2].FC(F)(F)C(O)=O. Product: [N+:1]([C:4]1[CH:5]=[CH:6][C:7]([CH2:10][C:11]([O:13][CH2:14][CH3:15])=[O:12])=[N:8][CH:9]=1)([O-:3])=[O:2]. The catalyst class is: 4. (5) Reactant: [Br:1][C:2]1[CH:3]=[C:4]([NH:13][CH2:14][C:15]2[CH:25]=[CH:24][C:18]3[CH:19]=[C:20]([C:22]#[N:23])[O:21][C:17]=3[CH:16]=2)[CH:5]=[CH:6][C:7]=1[O:8][C:9]([F:12])([F:11])[F:10].[N-:26]=[N+:27]=[N-:28].[Na+].[Cl-].[NH4+]. Product: [N:23]1[NH:26][N:27]=[N:28][C:22]=1[C:20]1[O:21][C:17]2[CH:16]=[C:15]([CH2:14][NH:13][C:4]3[CH:5]=[CH:6][C:7]([O:8][C:9]([F:10])([F:11])[F:12])=[C:2]([Br:1])[CH:3]=3)[CH:25]=[CH:24][C:18]=2[CH:19]=1. The catalyst class is: 18.